From a dataset of Forward reaction prediction with 1.9M reactions from USPTO patents (1976-2016). Predict the product of the given reaction. (1) Given the reactants [F:1][C:2]([F:43])([O:28][C:29]1[CH:34]=[CH:33][C:32]([O:35][CH2:36][CH2:37][CH2:38][C:39]([F:42])([F:41])[F:40])=[CH:31][CH:30]=1)[C:3]1[CH:8]=[CH:7][C:6](/[CH:9]=[CH:10]/[C:11]([O:13][CH2:14][CH2:15][C:16]2[CH:21]=[CH:20][C:19]([N+:22]([O-])=O)=[CH:18][C:17]=2[N+:25]([O-])=O)=[O:12])=[CH:5][CH:4]=1, predict the reaction product. The product is: [F:1][C:2]([F:43])([O:28][C:29]1[CH:34]=[CH:33][C:32]([O:35][CH2:36][CH2:37][CH2:38][C:39]([F:42])([F:41])[F:40])=[CH:31][CH:30]=1)[C:3]1[CH:4]=[CH:5][C:6](/[CH:9]=[CH:10]/[C:11]([O:13][CH2:14][CH2:15][C:16]2[CH:21]=[CH:20][C:19]([NH2:22])=[CH:18][C:17]=2[NH2:25])=[O:12])=[CH:7][CH:8]=1. (2) Given the reactants [Cl:1][C:2]1[CH:10]=[CH:9][C:8]([C:11]2[C:12]([C@@H:23]([NH:33][C:34](=[O:50])CN3C4C(F)(F)[C@@H]5C[C@@H]5C=4C(C(F)F)=N3)[CH2:24][C:25]3[CH:30]=[C:29]([F:31])[CH:28]=[C:27]([F:32])[CH:26]=3)=[N:13][C:14]([C:17]#[C:18][C:19]([OH:22])([CH3:21])[CH3:20])=[CH:15][CH:16]=2)=[C:7]2[C:3]=1[C:4]([NH:52][S:53](=[O:56])(=[O:55])[NH2:54])=[N:5][N:6]2[CH3:51].NC1C2C(=C(C3C([C@@H](NC(=O)[O:79][C:76]([CH3:78])([CH3:77])[CH3:75])CC4C=C(F)C=C(F)C=4)=NC(C#[C:75][C:76]([OH:79])([CH3:78])[CH3:77])=CC=3)C=CC=2Cl)N(C)N=1, predict the reaction product. The product is: [Cl:1][C:2]1[CH:10]=[CH:9][C:8]([C:11]2[C:12]([C@@H:23]([NH:33][C:34](=[O:50])[O:79][C:76]([CH3:78])([CH3:77])[CH3:75])[CH2:24][C:25]3[CH:26]=[C:27]([F:32])[CH:28]=[C:29]([F:31])[CH:30]=3)=[N:13][C:14]([C:17]#[C:18][C:19]([OH:22])([CH3:20])[CH3:21])=[CH:15][CH:16]=2)=[C:7]2[C:3]=1[C:4]([NH:52][S:53](=[O:55])(=[O:56])[NH2:54])=[N:5][N:6]2[CH3:51]. (3) Given the reactants [OH:1][C:2]1[C:3](=[O:15])[CH:4]=[C:5]([CH2:8][N:9]2[CH2:14][CH2:13][O:12][CH2:11][CH2:10]2)[O:6][CH:7]=1.C([O-])([O-])=O.[Cs+].[Cs+].Br[CH2:23][C:24]1[CH:45]=[CH:44][CH:43]=[CH:42][C:25]=1[CH2:26][S:27][C:28]1[C:37]2[C:32](=[CH:33][C:34]([C:38]([F:41])([F:40])[F:39])=[CH:35][CH:36]=2)[N:31]=[CH:30][CH:29]=1.O, predict the reaction product. The product is: [F:41][C:38]([F:39])([F:40])[C:34]1[CH:33]=[C:32]2[C:37]([C:28]([S:27][CH2:26][C:25]3[CH:42]=[CH:43][CH:44]=[CH:45][C:24]=3[CH2:23][O:1][C:2]3[C:3](=[O:15])[CH:4]=[C:5]([CH2:8][N:9]4[CH2:14][CH2:13][O:12][CH2:11][CH2:10]4)[O:6][CH:7]=3)=[CH:29][CH:30]=[N:31]2)=[CH:36][CH:35]=1. (4) Given the reactants CC[N:3]([CH2:6][CH3:7])[CH2:4][CH3:5].[F:8][C:9]([F:15])([F:14])[CH2:10]CC=O, predict the reaction product. The product is: [F:15][C:9]([F:8])([F:14])[CH2:10][CH2:7][CH2:6][NH:3][CH2:4][CH2:5][CH2:10][C:9]([F:15])([F:14])[F:8]. (5) Given the reactants [CH3:1][NH:2][CH2:3][CH2:4][CH:5]1[CH2:10][CH2:9][N:8]([C:11]([O:13][CH2:14][C:15]2[CH:20]=[C:19]([Cl:21])[CH:18]=[C:17]([Cl:22])[CH:16]=2)=[O:12])[CH2:7][CH2:6]1.[NH:23]1[CH:27]=[C:26]([CH2:28][C:29](O)=[O:30])[N:25]=[N:24]1.C(P1(=O)OP(CCC)(=O)OP(CCC)(=O)O1)CC.CCN(C(C)C)C(C)C, predict the reaction product. The product is: [CH3:1][N:2]([CH2:3][CH2:4][CH:5]1[CH2:6][CH2:7][N:8]([C:11]([O:13][CH2:14][C:15]2[CH:16]=[C:17]([Cl:22])[CH:18]=[C:19]([Cl:21])[CH:20]=2)=[O:12])[CH2:9][CH2:10]1)[C:29](=[O:30])[CH2:28][C:26]1[N:25]=[N:24][NH:23][CH:27]=1. (6) Given the reactants [F:1][C:2]([F:47])([F:46])[C@H:3]1[CH2:8][CH2:7][C@H:6]([NH:9][C:10]([C:12]2[C:39]([C:40]34[CH2:45][CH:44]3[CH2:43][NH:42][CH2:41]4)=[CH:38][C:15]3[N:16]([CH3:37])[C:17]([NH:19][C:20]4[C:25]([Cl:26])=[CH:24][CH:23]=[C:22]([CH2:27][NH:28]C(OC(C)(C)C)=O)[C:21]=4[Cl:36])=[N:18][C:14]=3[CH:13]=2)=[O:11])[CH2:5][CH2:4]1.Cl, predict the reaction product. The product is: [F:47][C:2]([F:1])([F:46])[C@H:3]1[CH2:4][CH2:5][C@H:6]([NH:9][C:10]([C:12]2[C:39]([C:40]34[CH2:45][CH:44]3[CH2:43][NH:42][CH2:41]4)=[CH:38][C:15]3[N:16]([CH3:37])[C:17]([NH:19][C:20]4[C:25]([Cl:26])=[CH:24][CH:23]=[C:22]([CH2:27][NH2:28])[C:21]=4[Cl:36])=[N:18][C:14]=3[CH:13]=2)=[O:11])[CH2:7][CH2:8]1. (7) Given the reactants [NH:1]([C:3]1[N:8]([CH2:9][CH:10]([CH3:12])[CH3:11])[C:7](=[O:13])[N:6]([CH3:14])[C:5](=[O:15])[CH:4]=1)[NH2:2].[CH:16]([C:18]1[C:26]2[C:21](=[CH:22][CH:23]=[C:24]([C:27]#[N:28])[CH:25]=2)[NH:20][CH:19]=1)=O.[CH:29]([C:31]1[N:35]([CH3:36])[CH:34]=[C:33]([C:37]([O:39][CH3:40])=[O:38])[CH:32]=1)=O, predict the reaction product. The product is: [C:27]([C:24]1[CH:25]=[C:26]2[C:21](=[CH:22][CH:23]=1)[NH:20][CH:19]=[C:18]2[CH2:16][N:2]1[C:29]([C:31]2[N:35]([CH3:36])[CH:34]=[C:33]([C:37]([O:39][CH3:40])=[O:38])[CH:32]=2)=[C:4]2[C:3]([N:8]([CH2:9][CH:10]([CH3:11])[CH3:12])[C:7](=[O:13])[N:6]([CH3:14])[C:5]2=[O:15])=[N:1]1)#[N:28]. (8) The product is: [Cl:1][C:2]1[CH:38]=[CH:37][CH:36]=[C:35]([C:39]([F:40])([F:42])[F:41])[C:3]=1[C:4]([N:6]1[C:14]2[C:9](=[N:10][CH:11]=[C:12]([C:15](=[O:23])[N:16]([CH:17]3[CH2:19][CH2:18]3)[CH:20]3[CH2:22][CH2:21]3)[CH:13]=2)[C:8]([C:24]2[CH:33]=[CH:32][C:27]([C:28]([OH:30])=[O:29])=[CH:26][C:25]=2[F:34])=[N:7]1)=[O:5]. Given the reactants [Cl:1][C:2]1[CH:38]=[CH:37][CH:36]=[C:35]([C:39]([F:42])([F:41])[F:40])[C:3]=1[C:4]([N:6]1[C:14]2[C:9](=[N:10][CH:11]=[C:12]([C:15](=[O:23])[N:16]([CH:20]3[CH2:22][CH2:21]3)[CH:17]3[CH2:19][CH2:18]3)[CH:13]=2)[C:8]([C:24]2[CH:33]=[CH:32][C:27]([C:28]([O:30]C)=[O:29])=[CH:26][C:25]=2[F:34])=[N:7]1)=[O:5].O[Li].O, predict the reaction product. (9) Given the reactants Br[C:2]1[CH:7]=[CH:6][C:5]([C:8]2[N:12]([CH2:13][C@@H:14]3[CH2:18][CH2:17][N:16]([C:19]([CH:21]4[CH2:23][CH2:22]4)=[O:20])[CH2:15]3)[C:11](=[O:24])[C:10]3([CH2:28][CH2:27][CH2:26][CH2:25]3)[N:9]=2)=[CH:4][CH:3]=1.[O:29]1[C:33]2[CH:34]=[CH:35][CH:36]=[CH:37][C:32]=2[N:31]=[CH:30]1.C([O-])([O-])=O.[K+].[K+].C1C=CC(P(C2C=CC=CC=2)C2C=CC=CC=2)=CC=1, predict the reaction product. The product is: [O:29]1[C:33]2[CH:34]=[CH:35][CH:36]=[CH:37][C:32]=2[N:31]=[C:30]1[C:2]1[CH:7]=[CH:6][C:5]([C:8]2[N:12]([CH2:13][C@@H:14]3[CH2:18][CH2:17][N:16]([C:19]([CH:21]4[CH2:22][CH2:23]4)=[O:20])[CH2:15]3)[C:11](=[O:24])[C:10]3([CH2:25][CH2:26][CH2:27][CH2:28]3)[N:9]=2)=[CH:4][CH:3]=1.